This data is from Catalyst prediction with 721,799 reactions and 888 catalyst types from USPTO. The task is: Predict which catalyst facilitates the given reaction. (1) Reactant: [I:1][CH:2]1[CH:8]2[CH2:9][C:5]([CH3:11])([C:6](=[O:10])[NH:7]2)[CH2:4][CH2:3]1.C(N(CC)CC)C.C(=O)(OC(C)(C)C)[O:20][C:21]([O:23][C:24]([CH3:27])([CH3:26])[CH3:25])=O. Product: [I:1][CH:2]1[CH:8]2[CH2:9][C:5]([CH3:11])([C:6](=[O:10])[N:7]2[C:21]([O:23][C:24]([CH3:27])([CH3:26])[CH3:25])=[O:20])[CH2:4][CH2:3]1. The catalyst class is: 64. (2) Reactant: [CH3:1][C:2]([C:5]#[C:6]/[CH:7]=[CH:8]/[CH2:9][N:10]([CH2:12][C:13]1[CH:14]=[CH:15][CH:16]=[C:17]2[CH:22]=[CH:21][CH:20]=[CH:19][C:18]=12)[CH3:11])([CH3:4])[CH3:3].[CH3:23][C:24]1[C:29]([NH:30][C:31]2[N:36]=[CH:35][CH:34]=[CH:33][C:32]=2[C:37]([OH:39])=[O:38])=[CH:28][CH:27]=[CH:26][C:25]=1[C:40]([F:43])([F:42])[F:41]. Product: [CH3:4][C:2]([C:5]#[C:6]/[CH:7]=[CH:8]/[CH2:9][N:10]([CH2:12][C:13]1[CH:14]=[CH:15][CH:16]=[C:17]2[CH:22]=[CH:21][CH:20]=[CH:19][C:18]=12)[CH3:11])([CH3:1])[CH3:3].[CH3:23][C:24]1[C:29]([NH:30][C:31]2[N:36]=[CH:35][CH:34]=[CH:33][C:32]=2[C:37]([OH:39])=[O:38])=[CH:28][CH:27]=[CH:26][C:25]=1[C:40]([F:42])([F:41])[F:43]. The catalyst class is: 60. (3) Reactant: Cl[C:2]1[CH:7]=[C:6]([CH2:8][CH3:9])[N:5]=[C:4]([C:10]2[CH:15]=[CH:14][CH:13]=[C:12]([Cl:16])[CH:11]=2)[N:3]=1.[NH2:17][C:18]1[CH:23]=[CH:22][C:21]([CH2:24][CH2:25][OH:26])=[CH:20][CH:19]=1.Cl.O1CCOCC1.C([O-])(O)=O.[Na+]. Product: [Cl:16][C:12]1[CH:11]=[C:10]([C:4]2[N:3]=[C:2]([NH:17][C:18]3[CH:23]=[CH:22][C:21]([CH2:24][CH2:25][OH:26])=[CH:20][CH:19]=3)[CH:7]=[C:6]([CH2:8][CH3:9])[N:5]=2)[CH:15]=[CH:14][CH:13]=1. The catalyst class is: 14. (4) Reactant: [CH3:1][C:2]1([CH3:14])[C:6]([CH3:8])([CH3:7])[O:5][B:4]([C:9]2[CH:10]=[N:11][NH:12][CH:13]=2)[O:3]1.C(=O)([O-])[O-].[Cs+].[Cs+].[I-].[Na+].Br[CH2:24][CH2:25][C@@:26]([CH3:36])([S:32]([CH3:35])(=[O:34])=[O:33])[C:27]([O:29][CH2:30][CH3:31])=[O:28]. Product: [CH3:36][C@@:26]([S:32]([CH3:35])(=[O:33])=[O:34])([CH2:25][CH2:24][N:12]1[CH:13]=[C:9]([B:4]2[O:5][C:6]([CH3:7])([CH3:8])[C:2]([CH3:14])([CH3:1])[O:3]2)[CH:10]=[N:11]1)[C:27]([O:29][CH2:30][CH3:31])=[O:28]. The catalyst class is: 10. (5) Reactant: [N+:1]([C:4]1[CH:5]=[C:6]([CH:8]=[CH:9][CH:10]=1)[NH2:7])([O-:3])=[O:2].[Br:11]Br. Product: [Br:11][C:8]1[CH:9]=[CH:10][C:4]([N+:1]([O-:3])=[O:2])=[CH:5][C:6]=1[NH2:7]. The catalyst class is: 15. (6) Reactant: [Cl:1][C:2]1[CH:7]=[CH:6][C:5]([N+:8]([O-])=O)=[CH:4][C:3]=1[C:11]1[O:12][C:13]2[CH:19]=[CH:18][C:17]([CH3:20])=[CH:16][C:14]=2[N:15]=1.[NH4+].[Cl-]. Product: [Cl:1][C:2]1[CH:7]=[CH:6][C:5]([NH2:8])=[CH:4][C:3]=1[C:11]1[O:12][C:13]2[CH:19]=[CH:18][C:17]([CH3:20])=[CH:16][C:14]=2[N:15]=1. The catalyst class is: 447. (7) The catalyst class is: 1. Reactant: [CH3:1][O:2][C:3]1[CH:8]=[N:7][C:6]([N:9]2[CH:13]=[N:12][C:11]([C:14](OC)=[O:15])=[N:10]2)=[C:5]2[NH:18][CH:19]=[CH:20][C:4]=12.[H-].[H-].[H-].[H-].[Li+].[Al+3]. Product: [CH3:1][O:2][C:3]1[CH:8]=[N:7][C:6]([N:9]2[CH:13]=[N:12][C:11]([CH2:14][OH:15])=[N:10]2)=[C:5]2[NH:18][CH:19]=[CH:20][C:4]=12. (8) Reactant: N(C(OCC)=O)=NC(OCC)=O.[F:13][C:14]1[C:22]([O:23][C:24]2[C:33]3[C:28](=[CH:29][C:30]([OH:36])=[C:31]([O:34][CH3:35])[CH:32]=3)[N:27]=[N:26][CH:25]=2)=[CH:21][CH:20]=[C:19]2[C:15]=1[CH:16]=[C:17]([CH3:37])[NH:18]2.C1(P(C2C=CC=CC=2)C2C=CC=CC=2)C=CC=CC=1.[CH3:57][S:58]([N:61]1[CH2:66][CH2:65][N:64]([CH2:67][CH2:68][CH2:69]O)[CH2:63][CH2:62]1)(=[O:60])=[O:59]. Product: [F:13][C:14]1[C:22]([O:23][C:24]2[C:33]3[C:28](=[CH:29][C:30]([O:36][CH2:69][CH2:68][CH2:67][N:64]4[CH2:65][CH2:66][N:61]([S:58]([CH3:57])(=[O:60])=[O:59])[CH2:62][CH2:63]4)=[C:31]([O:34][CH3:35])[CH:32]=3)[N:27]=[N:26][CH:25]=2)=[CH:21][CH:20]=[C:19]2[C:15]=1[CH:16]=[C:17]([CH3:37])[NH:18]2. The catalyst class is: 85.